This data is from NCI-60 drug combinations with 297,098 pairs across 59 cell lines. The task is: Regression. Given two drug SMILES strings and cell line genomic features, predict the synergy score measuring deviation from expected non-interaction effect. (1) Drug 1: CC=C1C(=O)NC(C(=O)OC2CC(=O)NC(C(=O)NC(CSSCCC=C2)C(=O)N1)C(C)C)C(C)C. Drug 2: C1CNP(=O)(OC1)N(CCCl)CCCl. Cell line: SK-MEL-28. Synergy scores: CSS=52.4, Synergy_ZIP=3.99, Synergy_Bliss=3.60, Synergy_Loewe=-30.9, Synergy_HSA=3.10. (2) Drug 1: C1CN1P(=S)(N2CC2)N3CC3. Drug 2: COC1=C2C(=CC3=C1OC=C3)C=CC(=O)O2. Cell line: NCI/ADR-RES. Synergy scores: CSS=7.53, Synergy_ZIP=-3.86, Synergy_Bliss=0.719, Synergy_Loewe=-5.89, Synergy_HSA=-1.35. (3) Drug 1: CN1C(=O)N2C=NC(=C2N=N1)C(=O)N. Drug 2: CC1=C2C(C(=O)C3(C(CC4C(C3C(C(C2(C)C)(CC1OC(=O)C(C(C5=CC=CC=C5)NC(=O)OC(C)(C)C)O)O)OC(=O)C6=CC=CC=C6)(CO4)OC(=O)C)O)C)O. Cell line: OVCAR3. Synergy scores: CSS=10.9, Synergy_ZIP=1.26, Synergy_Bliss=4.80, Synergy_Loewe=0.773, Synergy_HSA=2.01. (4) Drug 1: C1=NC2=C(N=C(N=C2N1C3C(C(C(O3)CO)O)F)Cl)N. Drug 2: COC1=C2C(=CC3=C1OC=C3)C=CC(=O)O2. Cell line: SK-OV-3. Synergy scores: CSS=12.0, Synergy_ZIP=-2.83, Synergy_Bliss=0.839, Synergy_Loewe=-12.4, Synergy_HSA=-1.15. (5) Drug 1: C1CN1P(=S)(N2CC2)N3CC3. Drug 2: CC1CCC2CC(C(=CC=CC=CC(CC(C(=O)C(C(C(=CC(C(=O)CC(OC(=O)C3CCCCN3C(=O)C(=O)C1(O2)O)C(C)CC4CCC(C(C4)OC)OCCO)C)C)O)OC)C)C)C)OC. Cell line: OVCAR-4. Synergy scores: CSS=4.90, Synergy_ZIP=-1.25, Synergy_Bliss=-1.02, Synergy_Loewe=-7.05, Synergy_HSA=-1.99. (6) Drug 1: CC12CCC3C(C1CCC2=O)CC(=C)C4=CC(=O)C=CC34C. Drug 2: C1=CC(=C2C(=C1NCCNCCO)C(=O)C3=C(C=CC(=C3C2=O)O)O)NCCNCCO. Cell line: RPMI-8226. Synergy scores: CSS=61.3, Synergy_ZIP=2.64, Synergy_Bliss=3.71, Synergy_Loewe=-5.08, Synergy_HSA=5.07. (7) Drug 1: CN(C)C1=NC(=NC(=N1)N(C)C)N(C)C. Drug 2: CS(=O)(=O)CCNCC1=CC=C(O1)C2=CC3=C(C=C2)N=CN=C3NC4=CC(=C(C=C4)OCC5=CC(=CC=C5)F)Cl. Cell line: HOP-92. Synergy scores: CSS=3.64, Synergy_ZIP=-0.468, Synergy_Bliss=0.476, Synergy_Loewe=-1.74, Synergy_HSA=-0.715. (8) Drug 1: CC12CCC3C(C1CCC2O)C(CC4=C3C=CC(=C4)O)CCCCCCCCCS(=O)CCCC(C(F)(F)F)(F)F. Drug 2: C1=NC(=NC(=O)N1C2C(C(C(O2)CO)O)O)N. Cell line: HCT-15. Synergy scores: CSS=13.0, Synergy_ZIP=-5.93, Synergy_Bliss=1.14, Synergy_Loewe=-16.8, Synergy_HSA=-1.29.